Dataset: M1 muscarinic receptor antagonist screen with 61,756 compounds. Task: Binary Classification. Given a drug SMILES string, predict its activity (active/inactive) in a high-throughput screening assay against a specified biological target. (1) The compound is O1C(COc2c1cccc2)C(OCC(=O)Nc1cc2CCCc2cc1)=O. The result is 0 (inactive). (2) The compound is Clc1c(C(=O)NC(C(C)C)c2n(CC)c(SCC(=O)Nc3scc(n3)C)nn2)cccc1. The result is 0 (inactive). (3) The compound is S(=O)(=O)(N1CCN(CC1)CC(=O)Nc1noc(c1)C)c1c(ccc(c1)C)C. The result is 0 (inactive). (4) The compound is O=c1n(c2c(c(=O)n1CC(=O)Nc1cc(OC)ccc1)cccc2)CC. The result is 0 (inactive). (5) The compound is Clc1cc(NC(=O)CCn2c(=O)c3c(nc2)cccc3)ccc1C. The result is 0 (inactive). (6) The drug is O1c2cc(CNC(=O)CCCCn3c(=O)c4c([nH]c3=O)cccc4)ccc2OC1. The result is 0 (inactive).